The task is: Predict the product of the given reaction.. This data is from Forward reaction prediction with 1.9M reactions from USPTO patents (1976-2016). Given the reactants [C:1]([O:5][C:6]([C@@H:8]1[CH2:12][CH2:11][C:10](=[O:13])[NH:9]1)=[O:7])([CH3:4])([CH3:3])[CH3:2].[H-].[Na+].F[C:17]1[CH:22]=[CH:21][C:20]([N+:23]([O-:25])=[O:24])=[CH:19][CH:18]=1.[Cl-].[NH4+], predict the reaction product. The product is: [C:1]([O:5][C:6]([C@@H:8]1[CH2:12][CH2:11][C:10](=[O:13])[N:9]1[C:17]1[CH:22]=[CH:21][C:20]([N+:23]([O-:25])=[O:24])=[CH:19][CH:18]=1)=[O:7])([CH3:4])([CH3:2])[CH3:3].